From a dataset of Full USPTO retrosynthesis dataset with 1.9M reactions from patents (1976-2016). Predict the reactants needed to synthesize the given product. (1) Given the product [F:19][C:20]1[CH:25]=[CH:24][C:23]([CH:7]2[C:3]3[N:4]=[CH:5][CH:6]=[CH:28][C:2]=3[CH:10]=[CH:9][N:8]2[C:12]([O:14][CH2:15][CH3:16])=[O:13])=[CH:22][CH:21]=1, predict the reactants needed to synthesize it. The reactants are: N1[CH:6]=[CH:5][N:4]=[C:3]2[CH:7]=[N:8][CH:9]=[CH:10][C:2]=12.Cl[C:12]([O:14][CH2:15][CH3:16])=[O:13].N#N.[F:19][C:20]1[CH:25]=[CH:24][C:23]([Mg]Br)=[CH:22][CH:21]=1.[CH2:28]1COCC1. (2) Given the product [Br:17][C:18]1[CH:24]=[CH:23][C:21]([NH:22][C:9]2[C:4]3[CH:3]=[C:2]([F:1])[N:12]=[CH:11][C:5]=3[N:6]=[CH:7][N:8]=2)=[CH:20][C:19]=1[Cl:25], predict the reactants needed to synthesize it. The reactants are: [F:1][C:2]1[N:12]=[CH:11][C:5]2[NH:6][C:7](=O)[N:8]=[CH:9][C:4]=2[CH:3]=1.S(Cl)(Cl)=O.[Br:17][C:18]1[CH:24]=[CH:23][C:21]([NH2:22])=[CH:20][C:19]=1[Cl:25]. (3) Given the product [F:18][C:19]1[CH:20]=[C:21]([C:26]#[C:27][CH2:28][CH:29]2[CH2:30][CH2:31][N:32]([C:36]3[C:41]([N+:42]([O-:44])=[O:43])=[CH:40][CH:39]=[C:38]([CH3:45])[N:37]=3)[CH2:33][CH2:34]2)[CH:22]=[C:23]([F:25])[CH:24]=1, predict the reactants needed to synthesize it. The reactants are: CC1N=C(C#CC(C2CCNCC2)O)C=CC=1.[F:18][C:19]1[CH:20]=[C:21]([C:26]#[C:27][CH2:28][CH:29]2[CH2:34][CH2:33][NH:32][CH2:31][CH2:30]2)[CH:22]=[C:23]([F:25])[CH:24]=1.Cl[C:36]1[C:41]([N+:42]([O-:44])=[O:43])=[CH:40][CH:39]=[C:38]([CH3:45])[N:37]=1.